The task is: Predict the reactants needed to synthesize the given product.. This data is from Full USPTO retrosynthesis dataset with 1.9M reactions from patents (1976-2016). (1) Given the product [CH3:21][C:20]([CH3:22])([CH3:23])[C:19](=[O:24])[CH2:18][O:17][C:16]1[CH:25]=[CH:26][C:13]([C:8]([C:5]2[CH:6]=[CH:7][C:2]([NH:1][S:40]([CH3:39])(=[O:42])=[O:41])=[C:3]([CH3:28])[CH:4]=2)([CH2:11][CH3:12])[CH2:9][CH3:10])=[CH:14][C:15]=1[CH3:27], predict the reactants needed to synthesize it. The reactants are: [NH2:1][C:2]1[CH:7]=[CH:6][C:5]([C:8]([C:13]2[CH:26]=[CH:25][C:16]([O:17][CH2:18][C:19](=[O:24])[C:20]([CH3:23])([CH3:22])[CH3:21])=[C:15]([CH3:27])[CH:14]=2)([CH2:11][CH3:12])[CH2:9][CH3:10])=[CH:4][C:3]=1[CH3:28].C(N(CC)CC)C.C(Cl)Cl.[CH3:39][S:40](Cl)(=[O:42])=[O:41]. (2) Given the product [Br:1][C:2]1[C:3]2[N:4]([CH:12]=[C:13]([C:15]3[O:19][N:18]=[C:17]([C:20]4[CH:25]=[CH:24][C:23]([CH:26]([CH3:35])[CH2:27][C:28]([OH:30])=[O:29])=[CH:22][C:21]=4[CH3:36])[N:16]=3)[N:14]=2)[CH:5]=[C:6]([C:8]([F:10])([F:9])[F:11])[CH:7]=1, predict the reactants needed to synthesize it. The reactants are: [Br:1][C:2]1[C:3]2[N:4]([CH:12]=[C:13]([C:15]3[O:19][N:18]=[C:17]([C:20]4[CH:25]=[CH:24][C:23]([CH:26]([CH3:35])[CH2:27][C:28]([O:30]C(C)(C)C)=[O:29])=[CH:22][C:21]=4[CH3:36])[N:16]=3)[N:14]=2)[CH:5]=[C:6]([C:8]([F:11])([F:10])[F:9])[CH:7]=1. (3) Given the product [Br:12][C:8]1[CH:7]=[C:3]2[C:4]([O:6][C:14](=[O:15])[NH:1][C:2]2=[CH:10][C:9]=1[Cl:11])=[O:5], predict the reactants needed to synthesize it. The reactants are: [NH2:1][C:2]1[CH:10]=[C:9]([Cl:11])[C:8]([Br:12])=[CH:7][C:3]=1[C:4]([OH:6])=[O:5].Cl[C:14](OCC)=[O:15].C(Cl)(=O)C.